This data is from Forward reaction prediction with 1.9M reactions from USPTO patents (1976-2016). The task is: Predict the product of the given reaction. Given the reactants [CH3:1][C:2]1[CH:3]=[CH:4][C:5]([NH:21][C:22]([C:24]2[CH:25]=[CH:26][C:27]([CH2:30][N:31]3[CH2:36][CH2:35][N:34]([CH3:37])[CH2:33][CH2:32]3)=[CH:28][CH:29]=2)=[O:23])=[CH:6][C:7]=1NC1N=CC=C(C2C=CC=NC=2)N=1.[Br:38]C1C=C(C=CC=1C)N.COC(=O)C1C=CC(CN2CCN(C)CC2)=CC=1, predict the reaction product. The product is: [Br:38][C:7]1[CH:6]=[C:5]([NH:21][C:22](=[O:23])[C:24]2[CH:25]=[CH:26][C:27]([CH2:30][N:31]3[CH2:36][CH2:35][N:34]([CH3:37])[CH2:33][CH2:32]3)=[CH:28][CH:29]=2)[CH:4]=[CH:3][C:2]=1[CH3:1].